This data is from Catalyst prediction with 721,799 reactions and 888 catalyst types from USPTO. The task is: Predict which catalyst facilitates the given reaction. (1) Reactant: [F:1][C:2]1[CH:21]=[CH:20][CH:19]=[CH:18][C:3]=1[CH2:4][N:5]1[C:9]([C:10]2[CH:14]=[CH:13][O:12][N:11]=2)=[CH:8][C:7]([C:15](=[NH:17])[NH2:16])=[N:6]1.[C:22]1(/[N:28]=[N:29]/[CH:30]([C:33]#[N:34])[C:31]#[N:32])[CH:27]=[CH:26][CH:25]=[CH:24][CH:23]=1.C(=O)(O)[O-].[K+]. Product: [F:1][C:2]1[CH:21]=[CH:20][CH:19]=[CH:18][C:3]=1[CH2:4][N:5]1[C:9]([C:10]2[CH:14]=[CH:13][O:12][N:11]=2)=[CH:8][C:7]([C:15]2[N:16]=[C:31]([NH2:32])[C:30](/[N:29]=[N:28]/[C:22]3[CH:27]=[CH:26][CH:25]=[CH:24][CH:23]=3)=[C:33]([NH2:34])[N:17]=2)=[N:6]1. The catalyst class is: 218. (2) Reactant: [NH2:1][CH:2]([CH3:6])[CH2:3][CH2:4][OH:5].C(N(CC)CC)C.[C:14](O[C:14]([O:16][C:17]([CH3:20])([CH3:19])[CH3:18])=[O:15])([O:16][C:17]([CH3:20])([CH3:19])[CH3:18])=[O:15]. Product: [OH:5][CH2:4][CH2:3][CH:2]([NH:1][C:14](=[O:15])[O:16][C:17]([CH3:20])([CH3:19])[CH3:18])[CH3:6]. The catalyst class is: 594. (3) Reactant: Cl.[C:2]([C:4]1[CH:5]=[C:6]2[C:10](=[CH:11][CH:12]=1)[NH:9][CH:8]=[C:7]2[CH2:13][CH2:14][CH2:15][CH2:16][N:17]1[CH2:22][CH2:21][N:20]([C:23]2[CH:24]=[CH:25][C:26]3[O:30][C:29]([C:31]([O:33]CC)=O)=[CH:28][C:27]=3[CH:36]=2)[CH2:19][CH2:18]1)#[N:3].C(O)C.C([NH2:42])=O.CC[O-].[Na+]. Product: [CH:12]1[C:4]([C:2]#[N:3])=[CH:5][C:6]2[C:7]([CH2:13][CH2:14][CH2:15][CH2:16][N:17]3[CH2:22][CH2:21][N:20]([C:23]4[CH:24]=[CH:25][C:26]5[O:30][C:29]([C:31]([NH2:42])=[O:33])=[CH:28][C:27]=5[CH:36]=4)[CH2:19][CH2:18]3)=[CH:8][NH:9][C:10]=2[CH:11]=1. The catalyst class is: 20. (4) The catalyst class is: 2. Reactant: Cl.[CH3:2][O:3][C:4](=[O:7])[CH2:5][NH2:6].N1C=CC=CC=1.[CH2:14]([S:21](Cl)(=[O:23])=[O:22])[C:15]1[CH:20]=[CH:19][CH:18]=[CH:17][CH:16]=1. Product: [CH3:2][O:3][C:4](=[O:7])[CH2:5][NH:6][S:21]([CH2:14][C:15]1[CH:20]=[CH:19][CH:18]=[CH:17][CH:16]=1)(=[O:23])=[O:22]. (5) Reactant: [CH2:1]([O:5][C:6]1[C:15]2[C:10](=[CH:11][CH:12]=[C:13]([O:16][CH2:17][CH3:18])[CH:14]=2)[C:9](=[O:19])[N:8]([CH2:20][C:21]([CH3:24])([CH3:23])[CH3:22])[C:7]=1[CH2:25]Cl)[CH2:2][CH2:3][CH3:4].[C:27]1(=[O:37])[NH:31][C:30](=[O:32])[C:29]2=[CH:33][CH:34]=[CH:35][CH:36]=[C:28]12.[K].O. Product: [CH2:1]([O:5][C:6]1[C:15]2[C:10](=[CH:11][CH:12]=[C:13]([O:16][CH2:17][CH3:18])[CH:14]=2)[C:9](=[O:19])[N:8]([CH2:20][C:21]([CH3:24])([CH3:23])[CH3:22])[C:7]=1[CH2:25][N:31]1[C:27](=[O:37])[C:28]2[C:29](=[CH:33][CH:34]=[CH:35][CH:36]=2)[C:30]1=[O:32])[CH2:2][CH2:3][CH3:4]. The catalyst class is: 9. (6) Reactant: [CH3:1][O:2][CH2:3][C@H:4]([CH3:31])[O:5][C:6]1[CH:7]=[C:8]([C:23]2[NH:27][C:26]([C:28](O)=[O:29])=[CH:25][CH:24]=2)[CH:9]=[C:10]([O:12][Si:13]([CH:20]([CH3:22])[CH3:21])([CH:17]([CH3:19])[CH3:18])[CH:14]([CH3:16])[CH3:15])[CH:11]=1.[NH2:32][CH2:33][C@H:34]([OH:37])[CH2:35][OH:36].[Cl-].COC1N=C(OC)N=C([N+]2(C)CCOCC2)N=1. Product: [OH:37][C@H:34]([CH2:35][OH:36])[CH2:33][NH:32][C:28]([C:26]1[NH:27][C:23]([C:8]2[CH:9]=[C:10]([O:12][Si:13]([CH:14]([CH3:16])[CH3:15])([CH:17]([CH3:19])[CH3:18])[CH:20]([CH3:22])[CH3:21])[CH:11]=[C:6]([O:5][C@@H:4]([CH3:31])[CH2:3][O:2][CH3:1])[CH:7]=2)=[CH:24][CH:25]=1)=[O:29]. The catalyst class is: 5. (7) Reactant: [F:1][C:2]1[CH:3]=[C:4]2[C:12](=[CH:13][CH:14]=1)[N:11]([CH2:15][C:16]1[CH:25]=[CH:24][C:19]([C:20]([O:22][CH3:23])=[O:21])=[CH:18][CH:17]=1)[C:10]1[CH2:9][CH2:8][C:7](=[CH2:26])[C:6](=[O:27])[C:5]2=1.[CH2:28]([N:30]1[CH2:35][CH2:34][NH:33][CH2:32][CH2:31]1)[CH3:29]. Product: [CH2:28]([N:30]1[CH2:35][CH2:34][N:33]([CH2:26][CH:7]2[C:6](=[O:27])[C:5]3[C:4]4[C:12](=[CH:13][CH:14]=[C:2]([F:1])[CH:3]=4)[N:11]([CH2:15][C:16]4[CH:25]=[CH:24][C:19]([C:20]([O:22][CH3:23])=[O:21])=[CH:18][CH:17]=4)[C:10]=3[CH2:9][CH2:8]2)[CH2:32][CH2:31]1)[CH3:29]. The catalyst class is: 11. (8) Reactant: [F:1][C:2]1[CH:7]=[C:6]([F:8])[CH:5]=[CH:4][C:3]=1I.[CH3:10][O:11][C:12]([C:14]1[CH:19]=[CH:18][C:17](B(O)O)=[CH:16][CH:15]=1)=[O:13].[F-].[Cs+]. Product: [CH3:10][O:11][C:12]([C:14]1[CH:19]=[CH:18][C:17]([C:3]2[CH:4]=[CH:5][C:6]([F:8])=[CH:7][C:2]=2[F:1])=[CH:16][CH:15]=1)=[O:13]. The catalyst class is: 438. (9) Reactant: [C:1]([Si:5]([CH3:27])([CH3:26])[O:6][CH2:7][C:8]1[CH:13]=[C:12](B2OC(C)(C)C(C)(C)O2)[CH:11]=[C:10]([N+:23]([O-:25])=[O:24])[CH:9]=1)([CH3:4])([CH3:3])[CH3:2].Br[C:29]1[S:33][C:32]([C@@:34]2([OH:46])[CH2:39][CH2:38][C@H:37]([C:40]([O:42][CH3:43])=[O:41])[C:36]([CH3:45])([CH3:44])[CH2:35]2)=[N:31][CH:30]=1.C(=O)([O-])[O-].[Cs+].[Cs+].C1(P(C2CCCCC2)C2C=CC=CC=2C2C(C(C)C)=CC(C(C)C)=CC=2C(C)C)CCCCC1. Product: [Si:5]([O:6][CH2:7][C:8]1[CH:13]=[C:12]([C:29]2[S:33][C:32]([C@@:34]3([OH:46])[CH2:39][CH2:38][C@H:37]([C:40]([O:42][CH3:43])=[O:41])[C:36]([CH3:44])([CH3:45])[CH2:35]3)=[N:31][CH:30]=2)[CH:11]=[C:10]([N+:23]([O-:25])=[O:24])[CH:9]=1)([C:1]([CH3:2])([CH3:3])[CH3:4])([CH3:26])[CH3:27]. The catalyst class is: 333.